Dataset: Reaction yield outcomes from USPTO patents with 853,638 reactions. Task: Predict the reaction yield, written as a fraction of the theoretical maximum amount of product (1.0 means a 100% yield; for example, 0.34 means a 34% yield). (1) The reactants are [Li]CCCC.CCCCCC.Br[C:13]1[CH:14]=[C:15]([CH:19]2[O:23][CH2:22][CH2:21][O:20]2)[S:16][C:17]=1[CH3:18].[Cl:24][C:25]1[CH:26]=[C:27]([C:31](=[O:33])[CH3:32])[CH:28]=[CH:29][CH:30]=1. The catalyst is C1COCC1. The product is [Cl:24][C:25]1[CH:26]=[C:27]([C:31]([C:13]2[CH:14]=[C:15]([CH:19]3[O:23][CH2:22][CH2:21][O:20]3)[S:16][C:17]=2[CH3:18])([OH:33])[CH3:32])[CH:28]=[CH:29][CH:30]=1. The yield is 0.770. (2) The reactants are Cl[C:2]1[C:7]([C:8]#[N:9])=[CH:6][CH:5]=[CH:4][N:3]=1.[F:10][C:11]1[CH:16]=[CH:15][CH:14]=[CH:13][C:12]=1B(O)O. No catalyst specified. The product is [F:10][C:11]1[CH:16]=[CH:15][CH:14]=[CH:13][C:12]=1[C:2]1[N:3]=[CH:4][CH:5]=[CH:6][C:7]=1[C:8]#[N:9]. The yield is 0.740. (3) The reactants are Br[C:2]1[CH:3]=[CH:4][C:5]([N+:8]([O-:10])=[O:9])=[N:6][CH:7]=1.[H-].[Na+].[CH3:13][N:14]1[CH:18]=[CH:17][C:16]([NH:19][C:20]2[C:29]3[C:24](=[CH:25][CH:26]=[C:27]([OH:30])[CH:28]=3)[N:23]=[CH:22][N:21]=2)=[N:15]1. The catalyst is CN(C)C=O. The product is [CH3:13][N:14]1[CH:18]=[CH:17][C:16]([NH:19][C:20]2[C:29]3[C:24](=[CH:25][CH:26]=[C:27]([O:30][C:2]4[CH:7]=[N:6][C:5]([N+:8]([O-:10])=[O:9])=[CH:4][CH:3]=4)[CH:28]=3)[N:23]=[CH:22][N:21]=2)=[N:15]1. The yield is 0.770. (4) The reactants are [C:1]([NH:18][C@H:19]([C:23](O)=[O:24])[CH2:20][CH2:21][CH3:22])([O:3][CH2:4][CH:5]1[C:17]2[C:12](=[CH:13][CH:14]=[CH:15][CH:16]=2)[C:11]2[C:6]1=[CH:7][CH:8]=[CH:9][CH:10]=2)=[O:2].S(Cl)(Cl)=O. The catalyst is CO.C(OC(=O)C)C. The product is [CH:7]1[C:6]2[CH:5]([CH2:4][O:3][C:1]([NH:18][C@H:19]([CH:23]=[O:24])[CH2:20][CH2:21][CH3:22])=[O:2])[C:17]3[C:12](=[CH:13][CH:14]=[CH:15][CH:16]=3)[C:11]=2[CH:10]=[CH:9][CH:8]=1. The yield is 1.00. (5) The reactants are [C:1]1(=[O:11])[C:10]2[C:5](=[CH:6][CH:7]=[CH:8][CH:9]=2)[CH2:4][CH2:3][CH2:2]1.[N-:12]=[N+]=[N-].[Na+].[S:16](=[O:20])(=[O:19])([OH:18])[OH:17]. The catalyst is C1C=CC=CC=1. The product is [S:16]([OH:20])([OH:19])(=[O:18])=[O:17].[NH:12]1[C:1](=[O:11])[CH2:2][CH2:3][CH2:4][C:5]2[CH:6]=[CH:7][CH:8]=[CH:9][C:10]1=2. The yield is 0.490. (6) The reactants are [S:1]1[CH:5]=[CH:4][C:3]([C:6]([OH:8])=O)=[CH:2]1.C(Cl)(=O)C(Cl)=O.[CH3:15][C:16]1[CH:17]=[C:18]([CH:20]=[CH:21][C:22]=1[I:23])N.C([O-])([O-])=O.[K+].[K+].[NH2:30]C1C=CC=CC=1. The catalyst is C(Cl)Cl.CN(C=O)C.N1C=CC=CC=1. The product is [I:23][C:22]1[CH:21]=[C:20]([NH:30][C:6]([C:3]2[CH:4]=[CH:5][S:1][CH:2]=2)=[O:8])[CH:18]=[CH:17][C:16]=1[CH3:15]. The yield is 0.290. (7) The reactants are C[Si](C)(C)/N=C(/O[Si](C)(C)C)\C.[F:13][C:14]1[C:15](=[NH:22])[N:16]([CH3:21])[C:17](=[O:20])[NH:18][CH:19]=1.Cl[C:24]([O:26][C:27]1[CH:32]=[CH:31][C:30]([O:33][CH3:34])=[CH:29][CH:28]=1)=[O:25]. The catalyst is C(#N)C. The product is [F:13][C:14]1[C:15](=[NH:22])[N:16]([CH3:21])[C:17](=[O:20])[N:18]([C:24]([O:26][C:27]2[CH:32]=[CH:31][C:30]([O:33][CH3:34])=[CH:29][CH:28]=2)=[O:25])[CH:19]=1. The yield is 0.220.